This data is from Peptide-MHC class I binding affinity with 185,985 pairs from IEDB/IMGT. The task is: Regression. Given a peptide amino acid sequence and an MHC pseudo amino acid sequence, predict their binding affinity value. This is MHC class I binding data. (1) The peptide sequence is RFPLCFGW. The MHC is HLA-A11:01 with pseudo-sequence HLA-A11:01. The binding affinity (normalized) is 0. (2) The peptide sequence is VTTQRQSVY. The MHC is HLA-B57:01 with pseudo-sequence HLA-B57:01. The binding affinity (normalized) is 0.241. (3) The peptide sequence is KDYGGGKEV. The MHC is Mamu-B01 with pseudo-sequence Mamu-B01. The binding affinity (normalized) is 0. (4) The peptide sequence is SVMSTFFWE. The MHC is HLA-A11:01 with pseudo-sequence HLA-A11:01. The binding affinity (normalized) is 0.459. (5) The peptide sequence is FANPLSNPF. The MHC is Mamu-B17 with pseudo-sequence Mamu-B17. The binding affinity (normalized) is 0.393.